Dataset: Full USPTO retrosynthesis dataset with 1.9M reactions from patents (1976-2016). Task: Predict the reactants needed to synthesize the given product. (1) Given the product [CH:1]1([C@H:5]([NH:7][C:8]2[C:9]3[N:18]([CH2:19][C:20]4[CH:25]=[CH:24][C:23]([C:26]([F:29])([F:28])[F:27])=[CH:22][CH:21]=4)[C:17]([C:30]4[CH:31]=[C:32]([CH3:36])[CH:33]=[CH:34][CH:35]=4)=[C:16]([CH3:37])[C:10]=3[N:11]=[C:41]([C:40]([OH:38])=[O:42])[N:13]=2)[CH3:6])[CH2:4][CH2:3][CH2:2]1.[C:23]([OH:42])([C:26]([F:29])([F:28])[F:27])=[O:38], predict the reactants needed to synthesize it. The reactants are: [CH:1]1([C@H:5]([NH:7][C:8]2[C:9]3[N:18]([CH2:19][C:20]4[CH:25]=[CH:24][C:23]([C:26]([F:29])([F:28])[F:27])=[CH:22][CH:21]=4)[C:17]([C:30]4[CH:31]=[C:32]([CH3:36])[CH:33]=[CH:34][CH:35]=4)=[C:16]([CH3:37])[C:10]=3[N:11]=C(C#N)[N:13]=2)[CH3:6])[CH2:4][CH2:3][CH2:2]1.[OH-:38].[Na+].[CH2:40]([OH:42])[CH3:41]. (2) Given the product [Cl:11][C:12]1[CH:13]=[CH:14][C:15]([CH:16]=[CH:17][CH:18]=[O:19])=[CH:20][CH:21]=1, predict the reactants needed to synthesize it. The reactants are: C(Cl)(=O)C(Cl)=O.CS(C)=O.[Cl:11][C:12]1[CH:21]=[CH:20][C:15]([CH:16]=[CH:17][CH2:18][OH:19])=[CH:14][CH:13]=1.CCN(C(C)C)C(C)C. (3) Given the product [ClH:57].[CH3:38][N:22]([CH3:21])[CH2:23][C@@H:24]([CH3:37])[C@:25]([C:29]1[CH:34]=[CH:33][CH:32]=[C:31]([O:35][CH3:36])[CH:30]=1)([OH:28])[CH2:26][CH3:27], predict the reactants needed to synthesize it. The reactants are: B(O)(O)[C@H]1N(C([C@@H](N)C(C)C)=O)CCC1.CS(O)(=O)=O.[CH3:21][N:22]([CH3:38])[CH2:23][C@@H:24]([CH3:37])[C@:25]([C:29]1[CH:34]=[CH:33][CH:32]=[C:31]([O:35][CH3:36])[CH:30]=1)([OH:28])[CH2:26][CH3:27].CN(C)C[C@H](C)[C@@](C1C=CC=C(OC)C=1)(O)CC.[ClH:57]. (4) Given the product [OH:2][C:3]1[C:8]([C:9]2[CH:18]=[CH:17][C:16]([N+:19]([O-:21])=[O:20])=[CH:15][C:10]=2[C:11]([O:13][CH3:14])=[O:12])=[CH:7][CH:6]=[CH:5][N:4]=1, predict the reactants needed to synthesize it. The reactants are: C[O:2][C:3]1[C:8]([C:9]2[CH:18]=[CH:17][C:16]([N+:19]([O-:21])=[O:20])=[CH:15][C:10]=2[C:11]([O:13][CH3:14])=[O:12])=[CH:7][CH:6]=[CH:5][N:4]=1.B(Br)(Br)Br.C(OCC)(=O)C. (5) Given the product [C:84]([C:72]1[C:71]([O:88][CH3:89])=[C:70]([C:65]2[CH:66]=[C:67]3[C:62](=[CH:63][CH:64]=2)[CH:61]=[C:60]([NH:97][S:94]([CH3:93])(=[O:96])=[O:95])[CH:69]=[CH:68]3)[CH:75]=[C:74]([N:76]2[CH:81]=[CH:80][C:79](=[O:82])[NH:78][C:77]2=[O:83])[CH:73]=1)([CH3:86])([CH3:87])[CH3:85], predict the reactants needed to synthesize it. The reactants are: C(P(C(C)(C)C)C1C(OC)=CC=C(OC)C=1C1C(C(C)C)=CC(C(C)C)=CC=1C(C)C)(C)(C)C.[O-]P([O-])([O-])=O.[K+].[K+].[K+].CC1CCCO1.FC(F)(F)C(F)(S(O[C:60]1[CH:69]=[CH:68][C:67]2[C:62](=[CH:63][CH:64]=[C:65]([C:70]3[CH:75]=[C:74]([N:76]4[CH:81]=[CH:80][C:79](=[O:82])[NH:78][C:77]4=[O:83])[CH:73]=[C:72]([C:84]([CH3:87])([CH3:86])[CH3:85])[C:71]=3[O:88][CH3:89])[CH:66]=2)[CH:61]=1)(=O)=O)C(F)(F)F.[CH3:93][S:94]([NH2:97])(=[O:96])=[O:95]. (6) Given the product [CH3:11][O:12][C:13]([C:15]1[C:19]([C:3]2[C:15]([C:16]#[N:17])=[CH:19][CH:18]=[CH:4][N:2]=2)=[C:18]([CH:28]=[O:31])[NH:17][CH:16]=1)=[O:14], predict the reactants needed to synthesize it. The reactants are: C[N:2]([CH:4]=O)[CH3:3].P(Cl)(Cl)(Cl)=O.[CH3:11][O:12][C:13]([C:15]1[CH:19]=[CH:18][N:17](C2C=C(C#N)C=CN=2)[CH:16]=1)=[O:14].[C:28](=[O:31])(O)[O-].[Na+]. (7) Given the product [I:37][C:6]1[CH:11]=[CH:10][C:9]2[C:12]3([CH2:27][O:28][C:8]=2[CH:7]=1)[CH2:17][CH2:16][N:15]([CH2:18][CH2:19][C:20]([O:22][C:23]([CH3:26])([CH3:25])[CH3:24])=[O:21])[CH2:14][CH2:13]3, predict the reactants needed to synthesize it. The reactants are: C([Sn](CCCC)(CCCC)[C:6]1[CH:11]=[CH:10][C:9]2[C:12]3([CH2:27][O:28][C:8]=2[CH:7]=1)[CH2:17][CH2:16][N:15]([CH2:18][CH2:19][C:20]([O:22][C:23]([CH3:26])([CH3:25])[CH3:24])=[O:21])[CH2:14][CH2:13]3)CCC.[I:37]N1C(=O)CCC1=O. (8) Given the product [Br:23][CH:13]([CH2:14][S:15][CH:16]1[CH2:21][CH2:20][CH2:19][CH2:18][CH2:17]1)[C:12]([C:4]1[CH:5]=[C:6]([O:10][CH3:11])[C:7]([Cl:9])=[CH:8][C:3]=1[O:2][CH3:1])=[O:22], predict the reactants needed to synthesize it. The reactants are: [CH3:1][O:2][C:3]1[CH:8]=[C:7]([Cl:9])[C:6]([O:10][CH3:11])=[CH:5][C:4]=1[C:12](=[O:22])[CH2:13][CH2:14][S:15][CH:16]1[CH2:21][CH2:20][CH2:19][CH2:18][CH2:17]1.[Br:23]Br.